Dataset: NCI-60 drug combinations with 297,098 pairs across 59 cell lines. Task: Regression. Given two drug SMILES strings and cell line genomic features, predict the synergy score measuring deviation from expected non-interaction effect. (1) Drug 1: COC1=C(C=C2C(=C1)N=CN=C2NC3=CC(=C(C=C3)F)Cl)OCCCN4CCOCC4. Drug 2: CC(C1=C(C=CC(=C1Cl)F)Cl)OC2=C(N=CC(=C2)C3=CN(N=C3)C4CCNCC4)N. Cell line: NCI-H226. Synergy scores: CSS=24.9, Synergy_ZIP=-6.00, Synergy_Bliss=1.30, Synergy_Loewe=2.33, Synergy_HSA=2.32. (2) Synergy scores: CSS=77.4, Synergy_ZIP=5.84, Synergy_Bliss=6.53, Synergy_Loewe=-22.9, Synergy_HSA=7.12. Drug 1: CCC1=CC2CC(C3=C(CN(C2)C1)C4=CC=CC=C4N3)(C5=C(C=C6C(=C5)C78CCN9C7C(C=CC9)(C(C(C8N6C)(C(=O)OC)O)OC(=O)C)CC)OC)C(=O)OC.C(C(C(=O)O)O)(C(=O)O)O. Cell line: SR. Drug 2: C1CC(=O)NC(=O)C1N2C(=O)C3=CC=CC=C3C2=O. (3) Drug 1: C1C(C(OC1N2C=NC3=C(N=C(N=C32)Cl)N)CO)O. Drug 2: C1CN1C2=NC(=NC(=N2)N3CC3)N4CC4. Cell line: SNB-75. Synergy scores: CSS=17.1, Synergy_ZIP=-10.2, Synergy_Bliss=-0.827, Synergy_Loewe=-5.25, Synergy_HSA=0.381. (4) Cell line: A549. Drug 1: C1=CC(=CC=C1CCC2=CNC3=C2C(=O)NC(=N3)N)C(=O)NC(CCC(=O)O)C(=O)O. Synergy scores: CSS=36.5, Synergy_ZIP=-2.58, Synergy_Bliss=1.28, Synergy_Loewe=-56.0, Synergy_HSA=0.481. Drug 2: CCCCCOC(=O)NC1=NC(=O)N(C=C1F)C2C(C(C(O2)C)O)O. (5) Drug 1: C1=C(C(=O)NC(=O)N1)N(CCCl)CCCl. Drug 2: CC1C(C(CC(O1)OC2CC(OC(C2O)C)OC3=CC4=CC5=C(C(=O)C(C(C5)C(C(=O)C(C(C)O)O)OC)OC6CC(C(C(O6)C)O)OC7CC(C(C(O7)C)O)OC8CC(C(C(O8)C)O)(C)O)C(=C4C(=C3C)O)O)O)O. Cell line: SF-539. Synergy scores: CSS=54.7, Synergy_ZIP=8.87, Synergy_Bliss=8.86, Synergy_Loewe=9.75, Synergy_HSA=9.31. (6) Drug 1: CNC(=O)C1=CC=CC=C1SC2=CC3=C(C=C2)C(=NN3)C=CC4=CC=CC=N4. Drug 2: C1CC(C1)(C(=O)O)C(=O)O.[NH2-].[NH2-].[Pt+2]. Cell line: A498. Synergy scores: CSS=14.5, Synergy_ZIP=-3.73, Synergy_Bliss=1.78, Synergy_Loewe=0.361, Synergy_HSA=2.80. (7) Drug 1: C1=NC2=C(N=C(N=C2N1C3C(C(C(O3)CO)O)F)Cl)N. Drug 2: N.N.Cl[Pt+2]Cl. Cell line: UACC62. Synergy scores: CSS=43.5, Synergy_ZIP=-2.06, Synergy_Bliss=-1.86, Synergy_Loewe=-1.04, Synergy_HSA=-0.877. (8) Drug 1: C1CC(=O)NC(=O)C1N2CC3=C(C2=O)C=CC=C3N. Drug 2: C1=CC(=C2C(=C1NCCNCCO)C(=O)C3=C(C=CC(=C3C2=O)O)O)NCCNCCO. Cell line: OVCAR-4. Synergy scores: CSS=18.3, Synergy_ZIP=-6.70, Synergy_Bliss=-4.44, Synergy_Loewe=-48.9, Synergy_HSA=-3.99.